This data is from Forward reaction prediction with 1.9M reactions from USPTO patents (1976-2016). The task is: Predict the product of the given reaction. (1) Given the reactants [CH3:1][C:2]1[O:6][C:5]([C:7]([NH:9][C:10]([C:13]2[N:19]([CH3:20])[C:17](=[O:18])[C:16]([OH:21])=[C:15]([C:22]([NH:24][CH2:25][C:26]3[CH:27]=[CH:28][C:29]([F:32])=[CH:30][CH:31]=3)=[O:23])[N:14]=2)([CH3:12])[CH3:11])=[O:8])=[N:4][N:3]=1.C(O)C.[C:36]([NH2:40])([CH3:39])([CH3:38])[CH3:37], predict the reaction product. The product is: [CH3:1][C:2]1[O:6][C:5]([C:7]([NH:9][C:10]([C:13]2[N:19]([CH3:20])[C:17](=[O:18])[C:16]([OH:21])=[C:15]([C:22]([NH:24][CH2:25][C:26]3[CH:27]=[CH:28][C:29]([F:32])=[CH:30][CH:31]=3)=[O:23])[N:14]=2)([CH3:12])[CH3:11])=[O:8])=[N:4][N:3]=1.[C:36]([NH2:40])([CH3:39])([CH3:38])[CH3:37]. (2) Given the reactants [Cl:1][C:2]1[N:10]=[C:9]([Cl:11])[CH:8]=[CH:7][C:3]=1[C:4](O)=[O:5].[CH3:12][NH2:13].[NH4+].[Cl-], predict the reaction product. The product is: [Cl:1][C:2]1[N:10]=[C:9]([Cl:11])[CH:8]=[CH:7][C:3]=1[C:4]([NH:13][CH3:12])=[O:5].